From a dataset of Peptide-MHC class II binding affinity with 134,281 pairs from IEDB. Regression. Given a peptide amino acid sequence and an MHC pseudo amino acid sequence, predict their binding affinity value. This is MHC class II binding data. (1) The peptide sequence is AEKVRNLPAGHGLNA. The MHC is DRB1_0701 with pseudo-sequence DRB1_0701. The binding affinity (normalized) is 0. (2) The peptide sequence is EVITKLGERKILRPRWI. The MHC is DRB1_1101 with pseudo-sequence DRB1_1101. The binding affinity (normalized) is 0.111. (3) The peptide sequence is GKIILVAVHVASGYI. The MHC is DRB1_0405 with pseudo-sequence DRB1_0405. The binding affinity (normalized) is 0.305. (4) The peptide sequence is EPFLKTTPRPLRLPD. The binding affinity (normalized) is 0.738. The MHC is DRB1_0101 with pseudo-sequence DRB1_0101. (5) The peptide sequence is AMIRAIRIIAISFNR. The MHC is H-2-IAd with pseudo-sequence H-2-IAd. The binding affinity (normalized) is 0.642. (6) The peptide sequence is ASRELERFAVNPGLL. The MHC is DRB3_0202 with pseudo-sequence DRB3_0202. The binding affinity (normalized) is 0.616.